Dataset: Forward reaction prediction with 1.9M reactions from USPTO patents (1976-2016). Task: Predict the product of the given reaction. (1) Given the reactants [H-].[Na+].[Cl:3][C:4]1[CH:5]=[CH:6][C:7]2[NH:8][C:9]3[C:14]([C:15]=2[CH:16]=1)=[CH:13][CH:12]=[CH:11][CH:10]=3.[O:17]1[CH2:19][CH:18]1[CH2:20]OS(C1C=CC=C([N+]([O-])=O)C=1)(=O)=O.[CH:34]1([N:40]2[CH2:45][CH2:44][NH:43][CH2:42][CH2:41]2)[CH2:39][CH2:38][CH2:37][CH2:36][CH2:35]1.[ClH:46], predict the reaction product. The product is: [Cl:3][C:4]1[CH:5]=[CH:6][C:7]2[N:8]([CH2:19][CH:18]([OH:17])[CH2:20][N:43]3[CH2:44][CH2:45][N:40]([CH:34]4[CH2:39][CH2:38][CH2:37][CH2:36][CH2:35]4)[CH2:41][CH2:42]3)[C:9]3[C:14]([C:15]=2[CH:16]=1)=[CH:13][CH:12]=[CH:11][CH:10]=3.[ClH:46]. (2) The product is: [Cl:10][C:6]1[N:5]=[CH:4][N:3]=[C:2]([NH:11][CH2:12][CH2:13][OH:14])[C:7]=1[O:8][CH3:9]. Given the reactants Cl[C:2]1[C:7]([O:8][CH3:9])=[C:6]([Cl:10])[N:5]=[CH:4][N:3]=1.[NH2:11][CH2:12][CH2:13][OH:14].C(=O)([O-])[O-].[K+].[K+], predict the reaction product. (3) Given the reactants [C:1]1([CH:7]2[O:11][CH:10]([CH2:12][CH2:13][CH2:14]O)[C:9](=[C:16]=[CH2:17])[CH2:8]2)[CH:6]=[CH:5][CH:4]=[CH:3][CH:2]=1.[OH2:18].[C:19]([O:22][CH2:23]C)(=[O:21])C, predict the reaction product. The product is: [C:1]1([CH:7]2[O:11][CH:10]3[C:9]([C:16](=[CH2:17])[C:19]([O:22][CH3:23])=[O:21])([O:18][CH2:14][CH2:13][CH2:12]3)[CH2:8]2)[CH:6]=[CH:5][CH:4]=[CH:3][CH:2]=1. (4) Given the reactants [CH3:1][CH:2]1[CH2:7][CH2:6][NH:5][CH2:4][CH2:3]1.Cl[C:9]1[CH:10]=[CH:11][C:12]([N+:16]([O-:18])=[O:17])=[C:13]([CH:15]=1)[NH2:14].C(N(CC)CC)C, predict the reaction product. The product is: [CH3:1][CH:2]1[CH2:7][CH2:6][N:5]([C:9]2[CH:10]=[CH:11][C:12]([N+:16]([O-:18])=[O:17])=[C:13]([CH:15]=2)[NH2:14])[CH2:4][CH2:3]1. (5) Given the reactants [F:1][C:2]([F:13])([F:12])[C:3]1[CH:4]=[C:5]([CH:9]=[CH:10][CH:11]=1)[C:6]([OH:8])=O.[NH2:14][C:15]1[CH:20]=[CH:19][C:18]([OH:21])=[C:17]([CH3:22])[CH:16]=1.C(Cl)CCl, predict the reaction product. The product is: [OH:21][C:18]1[CH:19]=[CH:20][C:15]([NH:14][C:6](=[O:8])[C:5]2[CH:9]=[CH:10][CH:11]=[C:3]([C:2]([F:1])([F:13])[F:12])[CH:4]=2)=[CH:16][C:17]=1[CH3:22].